This data is from Peptide-MHC class II binding affinity with 134,281 pairs from IEDB. The task is: Regression. Given a peptide amino acid sequence and an MHC pseudo amino acid sequence, predict their binding affinity value. This is MHC class II binding data. (1) The peptide sequence is LLAMAVLAALFAGAW. The MHC is HLA-DQA10401-DQB10402 with pseudo-sequence HLA-DQA10401-DQB10402. The binding affinity (normalized) is 0.352. (2) The peptide sequence is SDFYGLISERFINYC. The MHC is DRB1_0802 with pseudo-sequence DRB1_0802. The binding affinity (normalized) is 0.337. (3) The peptide sequence is INEPTAAAGAYGLDR. The MHC is HLA-DQA10401-DQB10402 with pseudo-sequence HLA-DQA10401-DQB10402. The binding affinity (normalized) is 0.384.